From a dataset of Full USPTO retrosynthesis dataset with 1.9M reactions from patents (1976-2016). Predict the reactants needed to synthesize the given product. Given the product [CH3:33][N:27]([CH2:28][CH2:29][CH3:30])[C:24]1[CH:25]=[N:26][C:21]([C:17]2[CH:16]=[C:15]([CH:20]=[CH:19][CH:18]=2)[CH2:14][C:9]2[C:10](=[O:13])[CH:11]=[CH:12][N:7]([C:5]3[CH:4]=[N:3][N:2]([CH3:1])[CH:6]=3)[N:8]=2)=[N:22][CH:23]=1, predict the reactants needed to synthesize it. The reactants are: [CH3:1][N:2]1[CH:6]=[C:5]([N:7]2[CH:12]=[CH:11][C:10](=[O:13])[C:9]([CH2:14][C:15]3[CH:20]=[CH:19][CH:18]=[C:17]([C:21]4[N:26]=[CH:25][C:24]([NH:27][CH2:28][CH2:29][CH3:30])=[CH:23][N:22]=4)[CH:16]=3)=[N:8]2)[CH:4]=[N:3]1.C=O.[C:33](O)(=O)C.[BH3-]C#N.[Na+].C([O-])(O)=O.[Na+].